Task: Predict the reactants needed to synthesize the given product.. Dataset: Full USPTO retrosynthesis dataset with 1.9M reactions from patents (1976-2016) (1) Given the product [CH3:15][C:14]1[N:10]=[C:7]2[CH:8]=[CH:9][C:4]([C:3]([O:2][CH3:1])=[O:11])=[CH:5][N:6]2[CH:13]=1, predict the reactants needed to synthesize it. The reactants are: [CH3:1][O:2][C:3](=[O:11])[C:4]1[CH:9]=[CH:8][C:7]([NH2:10])=[N:6][CH:5]=1.Cl[CH2:13][C:14](=O)[CH3:15]. (2) Given the product [OH:7]/[N:6]=[C:5](\[Cl:11])/[C:4]1[CH:8]=[CH:9][CH:10]=[C:2]([Cl:1])[CH:3]=1, predict the reactants needed to synthesize it. The reactants are: [Cl:1][C:2]1[CH:3]=[C:4]([CH:8]=[CH:9][CH:10]=1)/[CH:5]=[N:6]\[OH:7].[ClH:11].OS([O-])(=O)=O.OS(O[O-])(=O)=O.OS(O[O-])(=O)=O.[O-]S([O-])(=O)=O.[K+].[K+].[K+].[K+].[K+]. (3) Given the product [F:8][C:6]1[N:7]=[C:2]([O:11][CH3:10])[C:3]([NH2:9])=[N:4][CH:5]=1, predict the reactants needed to synthesize it. The reactants are: F[C:2]1[C:3]([NH2:9])=[N:4][CH:5]=[C:6]([F:8])[N:7]=1.[CH3:10][O-:11].[Na+]. (4) The reactants are: [CH2:1]([O:8][C@H:9]1[C@H:23]([CH3:24])[O:22][C@@H:12]([O:13][C:14]2[CH:19]=[CH:18][C:17]([O:20][CH3:21])=[CH:16][CH:15]=2)[C@H:11]([OH:25])[C@@H:10]1[OH:26])[C:2]1[CH:7]=[CH:6][CH:5]=[CH:4][CH:3]=1.[CH2:27]([O:29]C(OCC)(OCC)C)[CH3:28]. Given the product [C:27]([O:25][C@@H:11]1[C@H:10]([OH:26])[C@@H:9]([O:8][CH2:1][C:2]2[CH:3]=[CH:4][CH:5]=[CH:6][CH:7]=2)[C@H:23]([CH3:24])[O:22][C@H:12]1[O:13][C:14]1[CH:19]=[CH:18][C:17]([O:20][CH3:21])=[CH:16][CH:15]=1)(=[O:29])[CH3:28], predict the reactants needed to synthesize it. (5) Given the product [NH2:1][C:2]1[N:7]=[CH:6][N:5]=[C:4]([NH:8][C@H:9]([C:11]2[N:16]([C:17]3[CH:18]=[CH:19][CH:20]=[CH:21][CH:22]=3)[C:15](=[O:23])[C:14]3=[C:24]([CH3:27])[CH:25]=[CH:26][N:13]3[N:12]=2)[CH3:10])[C:3]=1[C:28]1[CH:29]=[N:30][CH:31]=[C:32]([O:34][CH2:37][C:36]([F:40])([F:39])[F:35])[CH:33]=1, predict the reactants needed to synthesize it. The reactants are: [NH2:1][C:2]1[N:7]=[CH:6][N:5]=[C:4]([NH:8][C@H:9]([C:11]2[N:16]([C:17]3[CH:22]=[CH:21][CH:20]=[CH:19][CH:18]=3)[C:15](=[O:23])[C:14]3=[C:24]([CH3:27])[CH:25]=[CH:26][N:13]3[N:12]=2)[CH3:10])[C:3]=1[C:28]1[CH:29]=[N:30][CH:31]=[C:32]([OH:34])[CH:33]=1.[F:35][C:36]([F:40])([F:39])[CH2:37]I.C(=O)([O-])[O-].[K+].[K+]. (6) Given the product [CH:34]1([CH2:33][NH:32][N:23]2[C:24]3[C:29](=[CH:28][CH:27]=[CH:26][CH:25]=3)[C:30]([OH:31])=[C:21]([C:15]3[NH:14][C:13]4[S:12][CH:11]=[C:10]([CH2:9][NH:8][S:39]([CH3:38])(=[O:41])=[O:40])[C:18]=4[S:17](=[O:19])(=[O:20])[N:16]=3)[C:22]2=[O:37])[CH2:35][CH2:36]1, predict the reactants needed to synthesize it. The reactants are: C(N(CC)CC)C.[NH2:8][CH2:9][C:10]1[C:18]2[S:17](=[O:20])(=[O:19])[N:16]=[C:15]([C:21]3[C:22](=[O:37])[N:23]([NH:32][CH2:33][CH:34]4[CH2:36][CH2:35]4)[C:24]4[C:29]([C:30]=3[OH:31])=[CH:28][CH:27]=[CH:26][CH:25]=4)[NH:14][C:13]=2[S:12][CH:11]=1.[CH3:38][S:39](Cl)(=[O:41])=[O:40]. (7) Given the product [Cl:1][C:2]1[C:3]([NH:34][C:35](=[O:45])[CH2:36][C@@H:37]([CH3:38])[C:39]2[CH:40]=[CH:41][CH:42]=[CH:43][CH:44]=2)=[C:4]2[C:9](=[CH:10][CH:11]=1)[N:8]=[C:7]([CH2:12][CH2:13][CH2:14][NH:15][CH2:23][CH2:24][CH2:25][OH:26])[CH:6]=[CH:5]2, predict the reactants needed to synthesize it. The reactants are: [Cl:1][C:2]1[C:3]([NH:34][C:35](=[O:45])[CH2:36][C@H:37]([C:39]2[CH:44]=[CH:43][CH:42]=[CH:41][CH:40]=2)[CH3:38])=[C:4]2[C:9](=[CH:10][CH:11]=1)[N:8]=[C:7]([CH2:12][CH2:13][CH2:14][N:15]([CH2:23][CH2:24][CH2:25][O:26][Si](C(C)(C)C)(C)C)C(=O)OC(C)(C)C)[CH:6]=[CH:5]2.Cl.